Task: Predict which catalyst facilitates the given reaction.. Dataset: Catalyst prediction with 721,799 reactions and 888 catalyst types from USPTO (1) Reactant: [N+](C1C=CC(O[C:11](=O)[C:12]2[CH:17]=[C:16]([O:18][CH3:19])[C:15]([O:20][CH3:21])=[CH:14][C:13]=2[OH:22])=CC=1)([O-])=O.[CH3:24][O:25][C:26]([C:28]1[N:29]=[C:30]([NH2:33])[S:31][CH:32]=1)=[O:27].CO. Product: [CH3:24][O:25][C:26]([C:28]1[N:29]=[C:30]([NH:33][CH2:11][C:12]2[CH:17]=[C:16]([O:18][CH3:19])[C:15]([O:20][CH3:21])=[CH:14][C:13]=2[OH:22])[S:31][CH:32]=1)=[O:27]. The catalyst class is: 113. (2) Reactant: [C:1]1([CH2:7][CH2:8][CH2:9][CH:10]=[O:11])[CH:6]=[CH:5][CH:4]=[CH:3][CH:2]=1.[CH:12]([Mg]Br)=[CH2:13]. Product: [C:1]1([CH2:7][CH2:8][CH2:9][CH:10]([OH:11])[CH:12]=[CH2:13])[CH:6]=[CH:5][CH:4]=[CH:3][CH:2]=1. The catalyst class is: 1. (3) Reactant: [CH3:1][N:2]([C:11]1[CH:12]=[N:13][CH:14]=[N:15][CH:16]=1)[C:3]1[CH:4]=C([CH:8]=[CH:9][CH:10]=1)C#N.[OH-:17].[Na+].Cl.[CH2:20]([OH:22])[CH3:21]. Product: [CH3:1][N:2]([C:11]1[CH:12]=[N:13][CH:14]=[N:15][CH:16]=1)[C:3]1[CH:4]=[C:21]([CH:8]=[CH:9][CH:10]=1)[C:20]([OH:17])=[O:22]. The catalyst class is: 100. (4) Reactant: [C:1](Cl)(=O)C.[Cl:5][C:6]1[CH:11]=[CH:10][C:9]([CH2:12][C:13]([OH:15])=[O:14])=[CH:8][N:7]=1. Product: [Cl:5][C:6]1[N:7]=[CH:8][C:9]([CH2:12][C:13]([O:15][CH3:1])=[O:14])=[CH:10][CH:11]=1. The catalyst class is: 5. (5) Reactant: C([N:4](C(C)C)CC)(C)C.Cl[C:11]1[N:16]=[C:15]([Cl:17])[N:14]=[C:13]([NH:18][C:19]2[NH:23][N:22]=[C:21]([CH:24]3[CH2:26][CH2:25]3)[CH:20]=2)[N:12]=1.F[C:28]1[N:33]=[CH:32][C:31]([NH:34][C:35]([C@:37]2([CH3:42])[CH2:41][CH2:40][CH2:39][NH:38]2)=[O:36])=C[CH:29]=1. The catalyst class is: 1. Product: [Cl:17][C:15]1[N:14]=[C:13]([NH:18][C:19]2[NH:23][N:22]=[C:21]([CH:24]3[CH2:26][CH2:25]3)[CH:20]=2)[N:12]=[C:11]([N:38]2[CH2:39][CH2:40][CH2:41][C@@:37]2([CH3:42])[C:35]([NH:34][C:31]2[CH:32]=[N:33][CH:28]=[CH:29][N:4]=2)=[O:36])[N:16]=1. (6) Reactant: [Br:1]Br.[Cl:3][C:4]1[CH:9]=[CH:8][C:7]([C:10](=[O:20])[CH2:11][C:12]2[CH:17]=[CH:16][C:15]([Cl:18])=[CH:14][C:13]=2[Cl:19])=[CH:6][CH:5]=1. The catalyst class is: 4. Product: [CH3:6][CH2:5][CH2:4][CH2:9][CH3:8].[Br:1][CH:11]([C:12]1[CH:17]=[CH:16][C:15]([Cl:18])=[CH:14][C:13]=1[Cl:19])[C:10]([C:7]1[CH:8]=[CH:9][C:4]([Cl:3])=[CH:5][CH:6]=1)=[O:20]. (7) Reactant: [F:1][C:2]1[C:3]([C:9]2[N:10]([CH:15]([CH3:17])[CH3:16])[C:11]([CH3:14])=[N:12][CH:13]=2)=[N:4][C:5]([NH2:8])=[N:6][CH:7]=1.I[C:19]1[CH:40]=[CH:39][C:22]([C:23]([NH:25][CH:26]2[CH2:31][CH2:30][CH2:29][N:28]([C:32]([O:34][C:35]([CH3:38])([CH3:37])[CH3:36])=[O:33])[CH2:27]2)=[O:24])=[CH:21][CH:20]=1.CC1(C)C2C(=C(P(C3C=CC=CC=3)C3C=CC=CC=3)C=CC=2)OC2C(P(C3C=CC=CC=3)C3C=CC=CC=3)=CC=CC1=2.C(=O)([O-])[O-].[Cs+].[Cs+]. Product: [F:1][C:2]1[C:3]([C:9]2[N:10]([CH:15]([CH3:17])[CH3:16])[C:11]([CH3:14])=[N:12][CH:13]=2)=[N:4][C:5]([NH:8][C:19]2[CH:40]=[CH:39][C:22]([C:23]([NH:25][CH:26]3[CH2:31][CH2:30][CH2:29][N:28]([C:32]([O:34][C:35]([CH3:36])([CH3:37])[CH3:38])=[O:33])[CH2:27]3)=[O:24])=[CH:21][CH:20]=2)=[N:6][CH:7]=1. The catalyst class is: 160. (8) Reactant: [CH3:1][N:2]([CH2:4][CH2:5][N:6]1[C:20](=[O:21])[C:15]2=[CH:16][C:17]([NH2:19])=[CH:18][C:13]3[C:14]2=[C:9]([CH:10]=[CH:11][CH:12]=3)[C:7]1=[O:8])[CH3:3].[CH2:22]1[O:30][C:29]2[CH:28]=[CH:27][C:26]([N:31]=[C:32]=[O:33])=[CH:25][C:24]=2[O:23]1. Product: [CH3:3][N:2]([CH3:1])[CH2:4][CH2:5][N:6]1[C:20](=[O:21])[C:15]2[CH:16]=[C:17]([NH:19][C:32]([NH:31][C:26]3[CH:27]=[CH:28][C:29]4[O:30][CH2:22][O:23][C:24]=4[CH:25]=3)=[O:33])[CH:18]=[C:13]3[C:14]=2[C:9](=[CH:10][CH:11]=[CH:12]3)[C:7]1=[O:8]. The catalyst class is: 10. (9) Reactant: [N+:1]([C:4]1[C:5]([C:17]([F:20])([F:19])[F:18])=[CH:6][C:7]([C:11]#[C:12][Si](C)(C)C)=[C:8]([CH:10]=1)[NH2:9])([O-:3])=[O:2]. Product: [N+:1]([C:4]1[CH:10]=[C:8]2[C:7]([CH:11]=[CH:12][NH:9]2)=[CH:6][C:5]=1[C:17]([F:20])([F:19])[F:18])([O-:3])=[O:2]. The catalyst class is: 122.